This data is from Catalyst prediction with 721,799 reactions and 888 catalyst types from USPTO. The task is: Predict which catalyst facilitates the given reaction. (1) Reactant: [Cl:1][C:2]1[CH:9]=[CH:8][C:5]([CH:6]=O)=[CH:4][C:3]=1[F:10].C([O-])(=O)C.[NH4+].[N+:16]([CH3:19])([O-:18])=[O:17]. Product: [Cl:1][C:2]1[CH:9]=[CH:8][C:5](/[CH:6]=[CH:19]/[N+:16]([O-:18])=[O:17])=[CH:4][C:3]=1[F:10]. The catalyst class is: 313. (2) Reactant: [C:1]([O:5][C:6](=[O:16])[N:7]([N:10]1[CH:14]=[C:13](Br)[N:12]=[CH:11]1)[CH2:8][CH3:9])([CH3:4])([CH3:3])[CH3:2].[N:17]1[CH:22]=[CH:21][CH:20]=[C:19](B(O)O)[CH:18]=1.C(=O)([O-])[O-].[K+].[K+].O. Product: [CH2:8]([N:7]([N:10]1[CH:14]=[C:13]([C:19]2[CH:18]=[N:17][CH:22]=[CH:21][CH:20]=2)[N:12]=[CH:11]1)[C:6](=[O:16])[O:5][C:1]([CH3:4])([CH3:3])[CH3:2])[CH3:9]. The catalyst class is: 234. (3) Reactant: [C:1]([O:7][CH2:8]Cl)(=[O:6])[C:2]([CH3:5])([CH3:4])[CH3:3].[N-:10]=[N+:11]=[N-:12].[Na+]. Product: [C:1]([O:7][CH2:8][N:10]=[N+:11]=[N-:12])(=[O:6])[C:2]([CH3:5])([CH3:4])[CH3:3]. The catalyst class is: 6. (4) Reactant: Cl[C:2]1[N:6]([CH2:7][C:8]([O:10][CH3:11])=[O:9])[C:5]2[CH:12]=[CH:13][CH:14]=[CH:15][C:4]=2[N:3]=1.NC(N)=[S:18]. Product: [SH:18][C:2]1[N:6]([CH2:7][C:8]([O:10][CH3:11])=[O:9])[C:5]2[CH:12]=[CH:13][CH:14]=[CH:15][C:4]=2[N:3]=1. The catalyst class is: 8. (5) Reactant: [F:1][C:2]([F:15])([F:14])[O:3][C:4]1[CH:13]=[CH:12][C:7]2[N:8]=[C:9]([NH2:11])[S:10][C:6]=2[CH:5]=1.C(OC([NH:23][CH2:24][C:25](O)=[O:26])=O)(C)(C)C.CCN=C=NCCCN(C)C.O1CCOCC1. Product: [NH2:23][CH2:24][C:25]([NH:11][C:9]1[S:10][C:6]2[CH:5]=[C:4]([O:3][C:2]([F:1])([F:14])[F:15])[CH:13]=[CH:12][C:7]=2[N:8]=1)=[O:26]. The catalyst class is: 473. (6) Reactant: C(N1C2CCC(=N[OH:18])CC=2C(C2C=CC(Cl)=CC=2)=N1)C1C=CC=CC=1.[CH2:26]([N:33]1[C:42]2[CH2:41][CH2:40]N[CH2:38][CH2:37][C:36]=2[C:35]([C:43]2[CH:48]=[CH:47][C:46]([Cl:49])=[CH:45][CH:44]=2)=[N:34]1)[C:27]1[CH:32]=[CH:31][CH:30]=[CH:29][CH:28]=1.Cl. Product: [CH2:26]([N:33]1[C:42]2[CH2:41][CH2:40][C:38](=[O:18])[CH2:37][C:36]=2[C:35]([C:43]2[CH:48]=[CH:47][C:46]([Cl:49])=[CH:45][CH:44]=2)=[N:34]1)[C:27]1[CH:32]=[CH:31][CH:30]=[CH:29][CH:28]=1. The catalyst class is: 1.